This data is from Full USPTO retrosynthesis dataset with 1.9M reactions from patents (1976-2016). The task is: Predict the reactants needed to synthesize the given product. (1) The reactants are: C(O)(=O)C.Cl.C([O:13][C:14]1[CH:15]=[C:16]([C@@:22]23[CH2:30][CH2:29][C@@H:28]([NH:31][C:32]([NH:34][C:35]4[CH:40]=[CH:39][C:38]([F:41])=[C:37]([F:42])[CH:36]=4)=[O:33])[CH2:27][C@@H:26]2[N:25]([CH3:43])[CH2:24][CH2:23]3)[CH:17]=[CH:18][C:19]=1[O:20][CH3:21])C1C=CC=CC=1. Given the product [F:42][C:37]1[CH:36]=[C:35]([NH:34][C:32]([NH:31][C@H:28]2[CH2:27][C@H:26]3[C@:22]([C:16]4[CH:17]=[CH:18][C:19]([O:20][CH3:21])=[C:14]([OH:13])[CH:15]=4)([CH2:23][CH2:24][N:25]3[CH3:43])[CH2:30][CH2:29]2)=[O:33])[CH:40]=[CH:39][C:38]=1[F:41], predict the reactants needed to synthesize it. (2) Given the product [CH2:1]([O:3][C:4](=[O:23])[C:5]1[CH:10]=[CH:9][C:8]([CH3:11])=[C:7]([S:12][CH2:50][C:51](=[O:53])[CH3:52])[CH:6]=1)[CH3:2], predict the reactants needed to synthesize it. The reactants are: [CH2:1]([O:3][C:4](=[O:23])[C:5]1[CH:10]=[CH:9][C:8]([CH3:11])=[C:7]([S:12][Si](C(C)C)(C(C)C)C(C)C)[CH:6]=1)[CH3:2].CCCC[N+](CCCC)(CCCC)CCCC.[F-].C(N(CC)CC)C.Cl[CH2:50][C:51](=[O:53])[CH3:52]. (3) Given the product [CH:1]([N:4]([CH3:26])[C:5]1[CH:10]=[C:9]([C:11]2[O:15][N:14]=[C:13]([C:16]3[CH:21]=[C:20]([CH3:22])[C:19]([O:23][CH2:28][C@@H:29]([OH:32])[CH2:30][OH:31])=[C:18]([CH3:24])[CH:17]=3)[N:12]=2)[CH:8]=[C:7]([CH3:25])[N:6]=1)([CH3:3])[CH3:2], predict the reactants needed to synthesize it. The reactants are: [CH:1]([N:4]([CH3:26])[C:5]1[CH:10]=[C:9]([C:11]2[O:15][N:14]=[C:13]([C:16]3[CH:21]=[C:20]([CH3:22])[C:19]([OH:23])=[C:18]([CH3:24])[CH:17]=3)[N:12]=2)[CH:8]=[C:7]([CH3:25])[N:6]=1)([CH3:3])[CH3:2].Cl[CH2:28][C@@H:29]([OH:32])[CH2:30][OH:31]. (4) Given the product [I:3][C:4]1[CH:5]=[N:6][N:7]([CH2:10][C:11]2[CH:16]=[CH:15][NH:14][C:13](=[O:17])[CH:12]=2)[CH:8]=1, predict the reactants needed to synthesize it. The reactants are: [H-].[Na+].[I:3][C:4]1[CH:5]=[N:6][NH:7][CH:8]=1.Br[CH2:10][C:11]1[CH:16]=[CH:15][NH:14][C:13](=[O:17])[CH:12]=1.